This data is from Full USPTO retrosynthesis dataset with 1.9M reactions from patents (1976-2016). The task is: Predict the reactants needed to synthesize the given product. (1) Given the product [F:1][C:2]1[C:11]2[O:10][CH2:9][C@@H:8]3[C@@H:12]([NH:13][C:14]([NH:16][C:17]4[CH:18]=[CH:19][C:20]([O:23][C:24]5[CH:40]=[CH:39][C:27]([C:28]([NH:30][NH2:31])=[O:29])=[CH:26][CH:25]=5)=[CH:21][N:22]=4)=[O:15])[C@@H:7]3[C:6]=2[C:5]([F:41])=[CH:4][CH:3]=1, predict the reactants needed to synthesize it. The reactants are: [F:1][C:2]1[C:11]2[O:10][CH2:9][C@@H:8]3[C@@H:12]([NH:13][C:14]([NH:16][C:17]4[N:22]=[CH:21][C:20]([O:23][C:24]5[CH:40]=[CH:39][C:27]([C:28]([NH:30][NH:31]C(OC(C)(C)C)=O)=[O:29])=[CH:26][CH:25]=5)=[CH:19][CH:18]=4)=[O:15])[C@@H:7]3[C:6]=2[C:5]([F:41])=[CH:4][CH:3]=1. (2) Given the product [F:1][C:2]1[CH:3]=[C:4]2[C:9](=[CH:10][CH:11]=1)[O:8][CH:7]([C@H:12]([OH:13])[CH2:16][OH:15])[CH2:6][CH2:5]2, predict the reactants needed to synthesize it. The reactants are: [F:1][C:2]1[CH:3]=[C:4]2[C:9](=[CH:10][CH:11]=1)[O:8][CH:7]([C@H:12]1[CH2:16][O:15]C(C)(C)[O:13]1)[CH2:6][CH2:5]2.O. (3) The reactants are: [OH-].[Na+].[Cl:3][C:4]1[N:9]=[C:8]([CH2:10][S:11]([CH3:20])(=[O:19])=[N:12]C(=O)C(F)(F)F)[CH:7]=[C:6]([N:21]2[CH2:26][CH2:25][O:24][CH2:23][C@H:22]2[CH3:27])[N:5]=1.Br[CH2:29][CH2:30]Br. Given the product [Cl:3][C:4]1[N:5]=[C:6]([N:21]2[CH2:26][CH2:25][O:24][CH2:23][C@H:22]2[CH3:27])[CH:7]=[C:8]([C:10]2([S:11]([CH3:20])(=[NH:12])=[O:19])[CH2:30][CH2:29]2)[N:9]=1, predict the reactants needed to synthesize it. (4) Given the product [CH3:13][P:14]([C:2]1[CH:3]=[C:4]([CH:9]=[C:10]([CH3:12])[N:11]=1)[C:5]([O:7][CH3:8])=[O:6])([CH3:15])=[O:16], predict the reactants needed to synthesize it. The reactants are: Br[C:2]1[CH:3]=[C:4]([CH:9]=[C:10]([CH3:12])[N:11]=1)[C:5]([O:7][CH3:8])=[O:6].[CH3:13][PH:14](=[O:16])[CH3:15].C1(P(C2C=CC=CC=2)C2C3OC4C(=CC=CC=4P(C4C=CC=CC=4)C4C=CC=CC=4)C(C)(C)C=3C=CC=2)C=CC=CC=1.P([O-])([O-])([O-])=O.[K+].[K+].[K+]. (5) The reactants are: CC1C(=CC(=CC=1)N=C=O)N=C=O.[OH:14][CH2:15][CH2:16][O:17][C:18](=[O:21])[CH:19]=[CH2:20].[N-:22]=[C:23]=[O:24]. Given the product [C:18]([OH:21])(=[O:17])[CH:19]=[CH2:20].[NH2:22][C:23]([O:14][CH2:15][CH3:16])=[O:24], predict the reactants needed to synthesize it. (6) Given the product [C:18]([O:17][C:15]([N:12]1[CH2:11][CH2:10][C:8]2([O:7][CH:6]([C:22]([OH:24])=[O:23])[CH2:5][N:4]([CH2:3][C:2]([F:27])([F:1])[F:26])[CH2:9]2)[CH2:14][CH2:13]1)=[O:16])([CH3:21])([CH3:19])[CH3:20], predict the reactants needed to synthesize it. The reactants are: [F:1][C:2]([F:27])([F:26])[CH2:3][N:4]1[CH2:9][C:8]2([CH2:14][CH2:13][N:12]([C:15]([O:17][C:18]([CH3:21])([CH3:20])[CH3:19])=[O:16])[CH2:11][CH2:10]2)[O:7][CH:6]([C:22]([O:24]C)=[O:23])[CH2:5]1.[Li+].[OH-].C(O)(=O)C.C1(C)C=CC=CC=1.